Dataset: NCI-60 drug combinations with 297,098 pairs across 59 cell lines. Task: Regression. Given two drug SMILES strings and cell line genomic features, predict the synergy score measuring deviation from expected non-interaction effect. (1) Drug 1: C1CC(=O)NC(=O)C1N2C(=O)C3=CC=CC=C3C2=O. Drug 2: CC1C(C(CC(O1)OC2CC(CC3=C2C(=C4C(=C3O)C(=O)C5=CC=CC=C5C4=O)O)(C(=O)C)O)N)O. Cell line: NCI-H522. Synergy scores: CSS=48.5, Synergy_ZIP=7.31, Synergy_Bliss=10.2, Synergy_Loewe=-45.5, Synergy_HSA=9.44. (2) Drug 1: CNC(=O)C1=CC=CC=C1SC2=CC3=C(C=C2)C(=NN3)C=CC4=CC=CC=N4. Drug 2: CS(=O)(=O)OCCCCOS(=O)(=O)C. Cell line: KM12. Synergy scores: CSS=5.55, Synergy_ZIP=-8.33, Synergy_Bliss=-10.5, Synergy_Loewe=-8.77, Synergy_HSA=-8.41.